This data is from Full USPTO retrosynthesis dataset with 1.9M reactions from patents (1976-2016). The task is: Predict the reactants needed to synthesize the given product. (1) Given the product [CH2:14]([O:16][C:17]([C:19]1[N:24]=[CH:23][C:22]([CH2:25][F:11])=[CH:21][N:20]=1)=[CH2:18])[CH3:15], predict the reactants needed to synthesize it. The reactants are: COCCN(S(F)(F)[F:11])CCOC.[CH2:14]([O:16][C:17]([C:19]1[N:24]=[CH:23][C:22]([CH2:25]O)=[CH:21][N:20]=1)=[CH2:18])[CH3:15].C(=O)([O-])O.[Na+]. (2) Given the product [C:27]([O:8][C:9]1[CH:10]=[CH:11][C:12]([CH2:13][C:14]2[C:22]([O:23][C:16](=[O:18])[C:15]=2[CH2:20][CH3:21])=[O:24])=[CH:25][CH:26]=1)(=[O:29])[CH3:28], predict the reactants needed to synthesize it. The reactants are: [Si]([O:8][C:9]1[CH:26]=[CH:25][C:12]([CH2:13][CH:14]([C:22]([OH:24])=[O:23])[C:15]([CH2:20][CH3:21])(O)[C:16]([OH:18])=O)=[CH:11][CH:10]=1)(C(C)(C)C)(C)C.[C:27](OC(=O)C)(=[O:29])[CH3:28]. (3) The reactants are: [OH-].[Na+].[Cl:3][C:4]1[CH:9]=[C:8]([Cl:10])[CH:7]=[CH:6][C:5]=1B(O)O. Given the product [Cl:3][C:4]1[CH:9]=[C:8]([Cl:10])[CH:7]=[CH:6][C:5]=1[C:4]1[CH2:9][CH2:8][CH2:7][CH2:6][CH:5]=1, predict the reactants needed to synthesize it. (4) Given the product [NH2:37][C:38]1[CH:48]=[CH:47][C:18]([C:15]2[CH:16]=[C:17]3[C:9]([C:4]4[CH:5]=[CH:6][CH:7]=[CH:8][C:3]=4[O:2][CH3:1])=[CH:10][N:11]([S:27]([C:30]4[CH:35]=[CH:34][C:33]([CH3:36])=[CH:32][CH:31]=4)(=[O:28])=[O:29])[C:12]3=[N:13][CH:14]=2)=[CH:45][C:39]=1[C:40]([N:42]([CH3:43])[CH3:44])=[O:41], predict the reactants needed to synthesize it. The reactants are: [CH3:1][O:2][C:3]1[CH:8]=[CH:7][CH:6]=[CH:5][C:4]=1[C:9]1[C:17]2[C:12](=[N:13][CH:14]=[C:15]([CH:18]3OC(C)(C)C(C)(C)O3)[CH:16]=2)[N:11]([S:27]([C:30]2[CH:35]=[CH:34][C:33]([CH3:36])=[CH:32][CH:31]=2)(=[O:29])=[O:28])[CH:10]=1.[NH2:37][C:38]1[CH:48]=[CH:47]C(Br)=[CH:45][C:39]=1[C:40]([N:42]([CH3:44])[CH3:43])=[O:41]. (5) Given the product [CH3:1][Si:2]([CH3:20])([CH3:19])[CH2:3][CH2:4][S:5]([N:8]1[C:16]2[C:11](=[CH:12][C:13]([CH:17]=[O:18])=[CH:14][CH:15]=2)[CH:10]=[CH:9]1)(=[O:7])=[O:6], predict the reactants needed to synthesize it. The reactants are: [CH3:1][Si:2]([CH3:20])([CH3:19])[CH2:3][CH2:4][S:5]([N:8]1[C:16]2[C:11](=[CH:12][C:13]([CH2:17][OH:18])=[CH:14][CH:15]=2)[CH:10]=[CH:9]1)(=[O:7])=[O:6]. (6) Given the product [F:21][C:14]([F:13])([F:20])[C:15]([C:2]1([CH3:1])[S:7][CH2:6][CH2:5][CH2:4][S:3]1)=[O:17], predict the reactants needed to synthesize it. The reactants are: [CH3:1][CH:2]1[S:7][CH2:6][CH2:5][CH2:4][S:3]1.C([Li])CCC.[F:13][C:14]([F:21])([F:20])[C:15]([O:17]CC)=O.[Cl-].[NH4+]. (7) The reactants are: [Br:1][C:2]1[CH:7]=[C:6]([CH3:8])[C:5]([CH:9]2[C:13](=[O:14])[CH:12]=[CH:11][C:10]2=[O:15])=[C:4]([CH3:16])[CH:3]=1. Given the product [Br:1][C:2]1[CH:3]=[C:4]([CH3:16])[C:5]([CH:9]2[C:13](=[O:14])[CH2:12][CH2:11][C:10]2=[O:15])=[C:6]([CH3:8])[CH:7]=1, predict the reactants needed to synthesize it. (8) Given the product [CH3:1][O:2][C:3]([C:5]1[NH:15][C:8]2=[N:9][CH:10]=[C:11]([CH:13]=[CH:21][C:20]3[CH:41]=[CH:42][CH:43]=[C:18]([C:16]#[N:17])[CH:19]=3)[CH:12]=[C:7]2[CH:6]=1)=[O:4], predict the reactants needed to synthesize it. The reactants are: [CH3:1][O:2][C:3]([C:5]1[NH:15][C:8]2=[N:9][CH:10]=[C:11]([CH:13]=O)[CH:12]=[C:7]2[CH:6]=1)=[O:4].[C:16]([C:18]1[CH:19]=[C:20]([CH:41]=[CH:42][CH:43]=1)[CH2:21][P+](C1C=CC=CC=1)(C1C=CC=CC=1)C1C=CC=CC=1)#[N:17].[Li+].[OH-].[NH4+].[Cl-]. (9) Given the product [C:2]([O:6][C:7]([N:9]1[CH2:14][CH2:13][CH:12]([O:15][C:16]2[CH:17]=[CH:18][C:19]([N:22]([CH2:35][C:36]3[N:40]([CH2:41][C:42](=[O:58])[NH:43][C:44]4[CH:45]=[CH:46][C:47]([O:50][CH2:51][C:52]5[CH:53]=[CH:54][CH:55]=[CH:56][CH:57]=5)=[CH:48][CH:49]=4)[C:39]4[CH:59]=[CH:60][C:61]([C:63]([NH2:65])=[NH:64])=[CH:62][C:38]=4[N:37]=3)[C:23](=[O:34])[C:24]3[CH:25]=[CH:26][C:27]([C:30]([O:32][CH3:33])=[O:31])=[CH:28][CH:29]=3)=[CH:20][CH:21]=2)[CH2:11][CH2:10]1)=[O:8])([CH3:5])([CH3:3])[CH3:4], predict the reactants needed to synthesize it. The reactants are: S.[C:2]([O:6][C:7]([N:9]1[CH2:14][CH2:13][CH:12]([O:15][C:16]2[CH:21]=[CH:20][C:19]([N:22]([CH2:35][C:36]3[N:40]([CH2:41][C:42](=[O:58])[NH:43][C:44]4[CH:49]=[CH:48][C:47]([O:50][CH2:51][C:52]5[CH:57]=[CH:56][CH:55]=[CH:54][CH:53]=5)=[CH:46][CH:45]=4)[C:39]4[CH:59]=[CH:60][C:61]([C:63]#[N:64])=[CH:62][C:38]=4[N:37]=3)[C:23](=[O:34])[C:24]3[CH:29]=[CH:28][C:27]([C:30]([O:32][CH3:33])=[O:31])=[CH:26][CH:25]=3)=[CH:18][CH:17]=2)[CH2:11][CH2:10]1)=[O:8])([CH3:5])([CH3:4])[CH3:3].[N:65]1C=CC(CCN)=C(CCN)C=1CCN.C([O-])(=O)C.[NH4+]. (10) Given the product [CH3:7][O:8][C:9]1[C:14]([O:15][CH3:16])=[CH:13][CH:12]=[CH:11][C:10]=1[O:17][CH2:26][C:25]([C:20]1[CH:21]=[CH:22][CH:23]=[CH:24][CH:19]=1)=[O:27], predict the reactants needed to synthesize it. The reactants are: C(O)CCCC.[CH3:7][O:8][C:9]1[C:14]([O:15][CH3:16])=[CH:13][CH:12]=[CH:11][C:10]=1[OH:17].Br[C:19]1[CH:24]=[CH:23][CH:22]=[CH:21][C:20]=1[C:25](=[O:27])[CH3:26].C(=O)([O-])[O-].[K+].[K+].